Dataset: Forward reaction prediction with 1.9M reactions from USPTO patents (1976-2016). Task: Predict the product of the given reaction. (1) The product is: [Cl:24][C:11]1[C:10]2[C:15](=[CH:16][C:7]3[CH:6]=[C:5]([O:4][CH2:3][CH2:2][Cl:1])[C:21]([O:22][CH3:23])=[CH:20][C:8]=3[CH:9]=2)[N:14]=[CH:13][C:12]=1[C:17]#[N:18]. Given the reactants [Cl:1][CH2:2][CH2:3][O:4][C:5]1[C:21]([O:22][CH3:23])=[CH:20][C:8]2[CH:9]=[C:10]3[C:15](=[CH:16][C:7]=2[CH:6]=1)[NH:14][CH:13]=[C:12]([C:17]#[N:18])[C:11]3=O.[Cl:24]CCOC1C(OC)=CC2C=C3C(C(=O)C(C#N)=CN3)=CC=2C=1.P(Cl)(Cl)(Cl)=O, predict the reaction product. (2) Given the reactants [CH3:1][O:2][C:3]1[CH:7]=[C:6]([C:8]([OH:10])=O)[N:5]([CH3:11])[N:4]=1.O1CCCC1.C(Cl)(=O)C(Cl)=O.[NH2:23][C:24]1[CH:25]=[C:26]([CH:43]=[CH:44][C:45]=1[CH3:46])[O:27][C:28]1[CH:29]=[CH:30][C:31]2[N:32]([CH:34]=[C:35]([NH:37][C:38]([CH:40]3[CH2:42][CH2:41]3)=[O:39])[N:36]=2)[N:33]=1, predict the reaction product. The product is: [CH:40]1([C:38]([NH:37][C:35]2[N:36]=[C:31]3[CH:30]=[CH:29][C:28]([O:27][C:26]4[CH:43]=[CH:44][C:45]([CH3:46])=[C:24]([NH:23][C:8]([C:6]5[N:5]([CH3:11])[N:4]=[C:3]([O:2][CH3:1])[CH:7]=5)=[O:10])[CH:25]=4)=[N:33][N:32]3[CH:34]=2)=[O:39])[CH2:41][CH2:42]1.